Dataset: Peptide-MHC class I binding affinity with 185,985 pairs from IEDB/IMGT. Task: Regression. Given a peptide amino acid sequence and an MHC pseudo amino acid sequence, predict their binding affinity value. This is MHC class I binding data. (1) The peptide sequence is RRFNRTKPM. The MHC is HLA-B83:01 with pseudo-sequence HLA-B83:01. The binding affinity (normalized) is 0.213. (2) The peptide sequence is KSRCASPST. The MHC is HLA-A26:02 with pseudo-sequence HLA-A26:02. The binding affinity (normalized) is 0.0847. (3) The peptide sequence is LVKSAWLSL. The MHC is HLA-A25:01 with pseudo-sequence HLA-A25:01. The binding affinity (normalized) is 0.0847. (4) The MHC is HLA-B58:01 with pseudo-sequence HLA-B58:01. The peptide sequence is ASRGLWDSF. The binding affinity (normalized) is 0.213. (5) The peptide sequence is IIITVGMLI. The MHC is HLA-A02:01 with pseudo-sequence HLA-A02:01. The binding affinity (normalized) is 0.605. (6) The peptide sequence is MTSTRTIIL. The MHC is HLA-A30:01 with pseudo-sequence HLA-A30:01. The binding affinity (normalized) is 0.483. (7) The peptide sequence is SFKLILAEY. The MHC is HLA-A31:01 with pseudo-sequence HLA-A31:01. The binding affinity (normalized) is 0.397.